The task is: Predict the product of the given reaction.. This data is from Forward reaction prediction with 1.9M reactions from USPTO patents (1976-2016). (1) Given the reactants N(C(OC(C)(C)C)=O)=NC(OC(C)(C)C)=O.[OH:17][C:18]1[CH:27]=[C:26]([O:28][CH3:29])[CH:25]=[C:24]2[C:19]=1[C:20](=[O:38])[N:21]([CH2:30][O:31][C:32](=[O:37])[C:33]([CH3:36])([CH3:35])[CH3:34])[CH:22]=[N:23]2.C1(P(C2C=CC=CC=2)C2C=CC=CC=2)C=CC=CC=1.O[CH:59]1[CH2:64][CH2:63][N:62]([CH3:65])[CH2:61][CH2:60]1, predict the reaction product. The product is: [CH3:29][O:28][C:26]1[CH:25]=[C:24]2[C:19]([C:20](=[O:38])[N:21]([CH2:30][O:31][C:32](=[O:37])[C:33]([CH3:35])([CH3:34])[CH3:36])[CH:22]=[N:23]2)=[C:18]([O:17][CH:59]2[CH2:64][CH2:63][N:62]([CH3:65])[CH2:61][CH2:60]2)[CH:27]=1. (2) Given the reactants [CH3:1][N:2]1[CH2:7][CH2:6][O:5][C:4]2[CH:8]=[C:9]([OH:12])[CH:10]=[CH:11][C:3]1=2.O1C2C=C(O)C=CC=2CC1.[F:23][C:24]([F:43])([F:42])[C:25]1[O:29][C:28]([CH2:30][N:31]2[C:39]3[C:34](=[CH:35][CH:36]=[CH:37][CH:38]=3)[C:33](=[O:40])[C:32]2=[O:41])=[CH:27][CH:26]=1.ClC1C=CC=C2C=1N(C(C1C=CC=CC=1)C1C=CC=CC=1)C(=O)C2=O, predict the reaction product. The product is: [OH:40][C:33]1([C:10]2[C:9]([OH:12])=[CH:8][C:4]3[O:5][CH2:6][CH2:7][N:2]([CH3:1])[C:3]=3[CH:11]=2)[C:34]2[C:39](=[CH:38][CH:37]=[CH:36][CH:35]=2)[N:31]([CH2:30][C:28]2[O:29][C:25]([C:24]([F:42])([F:23])[F:43])=[CH:26][CH:27]=2)[C:32]1=[O:41]. (3) Given the reactants [Br:1][C:2]1[CH:16]=[C:15](/[CH:17]=[CH:18]/[CH:19]([C:24]2[CH:29]=[C:28]([Cl:30])[C:27]([Cl:31])=[C:26]([Cl:32])[CH:25]=2)[C:20]([F:23])([F:22])[F:21])[CH:14]=[CH:13][C:3]=1[C:4]([NH:6][CH:7]1[CH2:12][CH2:11][NH:10][CH2:9][CH2:8]1)=[O:5].C=O.[C:35](O)(=O)C.[BH3-]C#N.[Na+], predict the reaction product. The product is: [Br:1][C:2]1[CH:16]=[C:15](/[CH:17]=[CH:18]/[CH:19]([C:24]2[CH:25]=[C:26]([Cl:32])[C:27]([Cl:31])=[C:28]([Cl:30])[CH:29]=2)[C:20]([F:23])([F:21])[F:22])[CH:14]=[CH:13][C:3]=1[C:4]([NH:6][CH:7]1[CH2:12][CH2:11][N:10]([CH3:35])[CH2:9][CH2:8]1)=[O:5]. (4) Given the reactants [CH2:1]([N:8]1[CH2:18][CH2:17][C:11]2[N:12]=[CH:13][N:14]=[C:15](Cl)[C:10]=2[CH2:9]1)[C:2]1[CH:7]=[CH:6][CH:5]=[CH:4][CH:3]=1.[F:19][C:20]([F:31])([F:30])[C:21]1[N:26]=[CH:25][C:24]([C@H:27]([NH2:29])[CH3:28])=[CH:23][CH:22]=1.C(N(CC)C(C)C)(C)C, predict the reaction product. The product is: [CH2:1]([N:8]1[CH2:18][CH2:17][C:11]2[N:12]=[CH:13][N:14]=[C:15]([NH:29][C@@H:27]([C:24]3[CH:25]=[N:26][C:21]([C:20]([F:31])([F:19])[F:30])=[CH:22][CH:23]=3)[CH3:28])[C:10]=2[CH2:9]1)[C:2]1[CH:7]=[CH:6][CH:5]=[CH:4][CH:3]=1. (5) Given the reactants [F:1][C:2]([F:12])([F:11])[C:3]1[CH:4]=[C:5]([NH2:10])[C:6]([NH2:9])=[CH:7][CH:8]=1.[C:13](OCC)(=[O:19])[C:14](OCC)=[O:15], predict the reaction product. The product is: [F:1][C:2]([F:11])([F:12])[C:3]1[CH:4]=[C:5]2[C:6](=[CH:7][CH:8]=1)[NH:9][C:14](=[O:15])[C:13](=[O:19])[NH:10]2. (6) Given the reactants [Na+].[Cl-].[CH3:3][C:4]([O-:6])=[O:5].[Na+].[NH2:8][C:9]1[CH:13]=[CH:12][NH:11][N:10]=1.Cl.[NH:15]=[CH:16][C:17](OC)=O, predict the reaction product. The product is: [C:4]([OH:6])(=[O:5])[CH3:3].[NH:11]1[CH:12]=[CH:13][C:9]([NH:8][C:16](=[NH:15])[CH3:17])=[N:10]1. (7) The product is: [Cl:1][C:2]1[CH:7]=[CH:6][CH:5]=[CH:4][C:3]=1[NH:8][C:9]1[N:10]=[C:11]([C:17]2[CH:18]=[CH:19][C:20]3[O:24][CH2:23][CH2:22][C:21]=3[CH:25]=2)[S:12][C:13]=1[C:14]([NH2:27])=[O:15]. Given the reactants [Cl:1][C:2]1[CH:7]=[CH:6][CH:5]=[CH:4][C:3]=1[NH:8][C:9]1[N:10]=[C:11]([C:17]2[CH:18]=[CH:19][C:20]3[O:24][CH2:23][CH2:22][C:21]=3[CH:25]=2)[S:12][C:13]=1[C:14](O)=[O:15].C[N:27](C(ON1N=NC2C=CC=CC1=2)=[N+](C)C)C.F[P-](F)(F)(F)(F)F, predict the reaction product. (8) Given the reactants [Cl:1][C:2]1[CH:3]=[C:4]([N:9]2[CH:13]=[C:12]([NH:14][CH2:15][CH2:16][N:17]3[CH2:22][CH2:21][O:20][CH2:19][CH2:18]3)[N:11]=[N:10]2)[CH:5]=[CH:6][C:7]=1[Cl:8].CCN(C(C)C)C(C)C.[CH3:32][S:33](Cl)(=[O:35])=[O:34], predict the reaction product. The product is: [Cl:1][C:2]1[CH:3]=[C:4]([N:9]2[CH:13]=[C:12]([N:14]([CH2:15][CH2:16][N:17]3[CH2:22][CH2:21][O:20][CH2:19][CH2:18]3)[S:33]([CH3:32])(=[O:35])=[O:34])[N:11]=[N:10]2)[CH:5]=[CH:6][C:7]=1[Cl:8]. (9) Given the reactants [N+:1]([C:4]1[CH:9]=[CH:8][CH:7]=[CH:6][C:5]=1[C:10]1[CH:15]=[CH:14][C:13]([N:16]2[C:28]3[CH:27]=[C:26]([N:29]4[CH:33]=[CH:32][CH:31]=[N:30]4)[CH:25]=[CH:24][C:23]=3[C:22]3[C:17]2=[CH:18][CH:19]=[CH:20][CH:21]=3)=[CH:12][CH:11]=1)([O-])=O.C1C=CC(P(C2C=CC=CC=2)C2C=CC=CC=2)=CC=1, predict the reaction product. The product is: [N:29]1([C:26]2[CH:25]=[CH:24][C:23]3[C:22]4[C:17](=[CH:18][CH:19]=[CH:20][CH:21]=4)[N:16]([C:13]4[CH:14]=[CH:15][C:10]5[C:5]6[C:4](=[CH:9][CH:8]=[CH:7][CH:6]=6)[NH:1][C:11]=5[CH:12]=4)[C:28]=3[CH:27]=2)[CH:33]=[CH:32][CH:31]=[N:30]1. (10) Given the reactants C(OC([N:8]1[CH2:17][CH2:16][C:15]2[NH:14][N:13]=[C:12]([C:18]3[CH:23]=[CH:22][C:21]([Cl:24])=[CH:20][CH:19]=3)[C:11]=2[CH2:10][CH2:9]1)=O)(C)(C)C.[Br:25][C:26]1[CH:33]=[CH:32][C:29]([CH2:30]Br)=[CH:28][CH:27]=1, predict the reaction product. The product is: [Br:25][C:26]1[CH:33]=[CH:32][C:29]([CH2:30][N:14]2[C:15]3[CH2:16][CH2:17][NH:8][CH2:9][CH2:10][C:11]=3[C:12]([C:18]3[CH:19]=[CH:20][C:21]([Cl:24])=[CH:22][CH:23]=3)=[N:13]2)=[CH:28][CH:27]=1.